Dataset: Full USPTO retrosynthesis dataset with 1.9M reactions from patents (1976-2016). Task: Predict the reactants needed to synthesize the given product. (1) Given the product [CH:1]12[CH2:7][CH:4]([CH2:5][CH2:6]1)[CH2:3][CH:2]2[C:8]([F:17])([F:16])[C:9]([F:14])([F:15])[S:10]([O-:13])(=[O:11])=[O:12].[CH2:24]([O:28][C:29]1[CH:30]=[C:31]2[C:36](=[CH:37][CH:38]=1)[CH:35]=[C:34]([S+:39]1[CH2:40][CH2:41][CH2:42][CH2:43]1)[CH:33]=[CH:32]2)[CH2:25][CH2:26][CH3:27], predict the reactants needed to synthesize it. The reactants are: [CH:1]12[CH2:7][CH:4]([CH2:5][CH2:6]1)[CH2:3][CH:2]2[C:8]([F:17])([F:16])[C:9]([F:15])([F:14])[S:10]([O-:13])(=[O:12])=[O:11].[Na+].CS([O-])(=O)=O.[CH2:24]([O:28][C:29]1[CH:30]=[C:31]2[C:36](=[CH:37][CH:38]=1)[CH:35]=[C:34]([S+:39]1[CH2:43][CH2:42][CH2:41][CH2:40]1)[CH:33]=[CH:32]2)[CH2:25][CH2:26][CH3:27]. (2) Given the product [F:1][C:2]([F:11])([F:10])[C:3]1[CH:8]=[CH:7][C:6]([O:13][CH3:12])=[CH:5][CH:4]=1, predict the reactants needed to synthesize it. The reactants are: [F:1][C:2]([F:11])([F:10])[C:3]1[CH:8]=[CH:7][C:6](Br)=[CH:5][CH:4]=1.[CH3:12][O-:13].[Na+].CO.